Dataset: Full USPTO retrosynthesis dataset with 1.9M reactions from patents (1976-2016). Task: Predict the reactants needed to synthesize the given product. (1) Given the product [CH2:28]([C:25]1[CH:26]=[CH:27][C:22]([N:19]2[CH2:18][CH2:17][CH:16]([CH2:15][CH2:14][CH2:13][O:12][C:9]3[CH:10]=[CH:11][C:6]([C:5]([OH:31])=[O:4])=[C:7]([CH3:30])[CH:8]=3)[CH2:21][CH2:20]2)=[N:23][CH:24]=1)[CH3:29], predict the reactants needed to synthesize it. The reactants are: [OH-].[Na+].C[O:4][C:5](=[O:31])[C:6]1[CH:11]=[CH:10][C:9]([O:12][CH2:13][CH2:14][CH2:15][CH:16]2[CH2:21][CH2:20][N:19]([C:22]3[CH:27]=[CH:26][C:25]([CH2:28][CH3:29])=[CH:24][N:23]=3)[CH2:18][CH2:17]2)=[CH:8][C:7]=1[CH3:30].Cl. (2) Given the product [F:1][C:2]1[CH:7]=[CH:6][C:5]([C:8]2[C:9](=[O:11])[NH:18][C:16]([S:17][CH3:21])=[N:15][N:14]=2)=[CH:4][CH:3]=1, predict the reactants needed to synthesize it. The reactants are: [F:1][C:2]1[CH:7]=[CH:6][C:5]([C:8](=O)[C:9]([O:11]C)=O)=[CH:4][CH:3]=1.[NH2:14][NH:15][C:16]([NH2:18])=[S:17].[OH-].[K+].[CH3:21]I. (3) Given the product [CH3:1][N:2]([CH3:42])[C:3](=[O:41])[C:4]1[CH:9]=[CH:8][CH:7]=[C:6]([C:10]2[C:18]3[C:13](=[N:14][CH:15]=[C:16]([C:19]4[CH:24]=[CH:23][CH:22]=[C:21]([C:25]([N:27]5[CH2:28][CH2:29][O:30][CH2:31][CH2:32]5)=[O:26])[CH:20]=4)[CH:17]=3)[NH:12][N:11]=2)[CH:5]=1, predict the reactants needed to synthesize it. The reactants are: [CH3:1][N:2]([CH3:42])[C:3](=[O:41])[C:4]1[CH:9]=[CH:8][CH:7]=[C:6]([C:10]2[C:18]3[C:13](=[N:14][CH:15]=[C:16]([C:19]4[CH:24]=[CH:23][CH:22]=[C:21]([C:25]([N:27]5[CH2:32][CH2:31][O:30][CH2:29][CH2:28]5)=[O:26])[CH:20]=4)[CH:17]=3)[N:12](COCC[Si](C)(C)C)[N:11]=2)[CH:5]=1.C(=O)(O)[O-].[Na+]. (4) Given the product [C:1]([C:5]1[N:6]([CH3:32])[N:7]([CH2:22][C@H:23]2[CH2:27][CH2:26][CH2:25][O:24]2)/[C:8](=[N:10]/[C:11](=[O:21])[C:12]2[CH:17]=[C:16]([Cl:18])[CH:15]=[CH:14][C:13]=2[O:19][CH3:20])/[CH:9]=1)([CH3:4])([CH3:2])[CH3:3], predict the reactants needed to synthesize it. The reactants are: [C:1]([C:5]1[CH:9]=[C:8]([NH:10][C:11](=[O:21])[C:12]2[CH:17]=[C:16]([Cl:18])[CH:15]=[CH:14][C:13]=2[O:19][CH3:20])[N:7]([CH2:22][C@H:23]2[CH2:27][CH2:26][CH2:25][O:24]2)[N:6]=1)([CH3:4])([CH3:3])[CH3:2].S(OC)(O[CH3:32])(=O)=O. (5) Given the product [O:17]([C:18]1[CH:19]=[N:20][CH:21]=[C:22]([C:3]2[CH:4]=[CH:5][CH:6]=[CH:7][C:2]=2[F:1])[CH:23]=1)[C@@H:16]1[S:25][CH2:26][C@@H:27]([OH:33])[C@H:28]([OH:29])[C@H:15]1[OH:14], predict the reactants needed to synthesize it. The reactants are: [F:1][C:2]1[CH:7]=[CH:6][CH:5]=[CH:4][C:3]=1B(O)O.C([O:14][C@@H:15]1[C@@H:28]([O:29]C(=O)C)[C@H:27]([O:33]C(=O)C)[CH2:26][S:25][C@H:16]1[O:17][C:18]1[CH:19]=[N:20][CH:21]=[C:22](Br)[CH:23]=1)(=O)C. (6) Given the product [C:24]([O:23][C:22]1[CH:21]=[C:12]2[C:11](=[CH:7][CH:8]=1)[NH:10][N:15]=[C:13]2[CH:5]=[O:4])(=[O:14])[CH3:25], predict the reactants needed to synthesize it. The reactants are: C([O:4][C:5]1C=[C:7]2[C:11](=[CH:12][CH:13]=1)[NH:10]C=[CH:8]2)(=O)C.[OH2:14].[N:15]([O-])=O.[Na+].Cl.O1[CH2:25][CH2:24][O:23][CH2:22][CH2:21]1. (7) Given the product [CH2:8]([O:7][C:5](=[O:6])[C:4](=[C:10]1[C:11](=[O:13])[NH:20][C:18](=[O:19])[NH:17]1)[O:3][CH2:1][CH3:2])[CH3:9], predict the reactants needed to synthesize it. The reactants are: [CH2:1]([O:3][CH:4]([C:10](=O)[C:11]([O:13]CC)=O)[C:5]([O:7][CH2:8][CH3:9])=[O:6])[CH3:2].[NH2:17][C:18]([NH2:20])=[O:19].Cl.CC(O)=O.